Dataset: Reaction yield outcomes from USPTO patents with 853,638 reactions. Task: Predict the reaction yield, written as a fraction of the theoretical maximum amount of product (1.0 means a 100% yield; for example, 0.34 means a 34% yield). (1) The reactants are C[Si]([N-][Si](C)(C)C)(C)C.[Na+].[NH2:11][C:12]1[N:16](C(OC(C)(C)C)=O)[N:15]=[C:14]([O:24][CH2:25][C:26]2[CH:31]=[C:30]([O:32][CH3:33])[CH:29]=[C:28]([O:34][CH3:35])[CH:27]=2)[CH:13]=1.[CH3:36][N:37]1[CH2:42][CH2:41][N:40]([C:43]2[N:48]=[CH:47][C:46]([C:49](OC)=[O:50])=[CH:45][N:44]=2)[CH2:39][CH2:38]1.[NH4+].[Cl-]. The catalyst is C1COCC1.O. The product is [CH3:33][O:32][C:30]1[CH:31]=[C:26]([CH2:25][O:24][C:14]2[NH:15][N:16]=[C:12]([NH:11][C:49]([C:46]3[CH:47]=[N:48][C:43]([N:40]4[CH2:41][CH2:42][N:37]([CH3:36])[CH2:38][CH2:39]4)=[N:44][CH:45]=3)=[O:50])[CH:13]=2)[CH:27]=[C:28]([O:34][CH3:35])[CH:29]=1. The yield is 0.140. (2) The reactants are [Cl:1][C:2]1[CH:7]=[CH:6][C:5]([C:8]2[C:13]([CH:14]=[O:15])=[CH:12][N:11]=[C:10]([NH:16][C:17](=[O:19])[CH3:18])[CH:9]=2)=[C:4]([F:20])[C:3]=1[O:21][CH3:22].[BH4-].[Na+]. The catalyst is C1COCC1.CO. The product is [Cl:1][C:2]1[CH:7]=[CH:6][C:5]([C:8]2[C:13]([CH2:14][OH:15])=[CH:12][N:11]=[C:10]([NH:16][C:17](=[O:19])[CH3:18])[CH:9]=2)=[C:4]([F:20])[C:3]=1[O:21][CH3:22]. The yield is 0.380. (3) The reactants are C(O)(=O)C.[OH:5][C:6]1([C:17]2[CH:22]=[CH:21][CH:20]=[CH:19][CH:18]=2)[CH2:9][N:8]([C:10]([O:12][C:13]([CH3:16])([CH3:15])[CH3:14])=[O:11])[CH2:7]1.[H][H]. The catalyst is CO.[Rh]. The product is [CH:17]1([C:6]2([OH:5])[CH2:9][N:8]([C:10]([O:12][C:13]([CH3:15])([CH3:14])[CH3:16])=[O:11])[CH2:7]2)[CH2:18][CH2:19][CH2:20][CH2:21][CH2:22]1. The yield is 1.00.